Dataset: Peptide-MHC class I binding affinity with 185,985 pairs from IEDB/IMGT. Task: Regression. Given a peptide amino acid sequence and an MHC pseudo amino acid sequence, predict their binding affinity value. This is MHC class I binding data. (1) The peptide sequence is LDMLQALCI. The MHC is H-2-Kd with pseudo-sequence H-2-Kd. The binding affinity (normalized) is 0.352. (2) The peptide sequence is TSLVFETL. The MHC is H-2-Db with pseudo-sequence H-2-Db. The binding affinity (normalized) is 0.0716. (3) The MHC is HLA-A02:12 with pseudo-sequence HLA-A02:12. The peptide sequence is TVYPKTHYV. The binding affinity (normalized) is 0.808. (4) The peptide sequence is TADDITMGY. The MHC is HLA-A32:01 with pseudo-sequence HLA-A32:01. The binding affinity (normalized) is 0.